From a dataset of Merck oncology drug combination screen with 23,052 pairs across 39 cell lines. Regression. Given two drug SMILES strings and cell line genomic features, predict the synergy score measuring deviation from expected non-interaction effect. (1) Drug 2: COC1CC2CCC(C)C(O)(O2)C(=O)C(=O)N2CCCCC2C(=O)OC(C(C)CC2CCC(OP(C)(C)=O)C(OC)C2)CC(=O)C(C)C=C(C)C(O)C(OC)C(=O)C(C)CC(C)C=CC=CC=C1C. Cell line: UACC62. Drug 1: NC(=O)c1cccc2cn(-c3ccc(C4CCCNC4)cc3)nc12. Synergy scores: synergy=10.9. (2) Drug 1: O=C(NOCC(O)CO)c1ccc(F)c(F)c1Nc1ccc(I)cc1F. Drug 2: NC1CCCCC1N.O=C(O)C(=O)O.[Pt+2]. Cell line: T47D. Synergy scores: synergy=-16.7. (3) Drug 1: C#Cc1cccc(Nc2ncnc3cc(OCCOC)c(OCCOC)cc23)c1. Drug 2: CCc1c2c(nc3ccc(O)cc13)-c1cc3c(c(=O)n1C2)COC(=O)C3(O)CC. Cell line: MDAMB436. Synergy scores: synergy=23.6.